The task is: Predict the reaction yield, written as a fraction of the theoretical maximum amount of product (1.0 means a 100% yield; for example, 0.34 means a 34% yield).. This data is from Reaction yield outcomes from USPTO patents with 853,638 reactions. The reactants are Cl.[Cl:2][C:3]1[CH:4]=[C:5]2[C:9](=[CH:10][CH:11]=1)[NH:8][CH:7]=[C:6]2[CH2:12][CH2:13][NH2:14].[CH3:15][N:16]1[C:20]([C:21](Cl)=[O:22])=[CH:19][CH:18]=[N:17]1.C(N(CC)CC)C.C(OCC)(=O)C. The catalyst is ClCCl. The product is [Cl:2][C:3]1[CH:4]=[C:5]2[C:9](=[CH:10][CH:11]=1)[NH:8][CH:7]=[C:6]2[CH2:12][CH2:13][NH:14][C:21]([C:20]1[N:16]([CH3:15])[N:17]=[CH:18][CH:19]=1)=[O:22]. The yield is 0.860.